This data is from Catalyst prediction with 721,799 reactions and 888 catalyst types from USPTO. The task is: Predict which catalyst facilitates the given reaction. Reactant: [CH3:1][N:2]1[CH2:27][CH2:26][C:5]2[N:6]([CH2:14][CH:15]([C:17]3[CH:18]=[CH:19][C:20]([C:23](O)=[O:24])=[N:21][CH:22]=3)[OH:16])[C:7]3[CH:8]=[CH:9][C:10]([CH3:13])=[CH:11][C:12]=3[C:4]=2[CH2:3]1.CCN=C=N[CH2:33][CH2:34][CH2:35][N:36](C)C.Cl.C1(N)CC1. Product: [CH:35]1([NH:36][C:23](=[O:24])[C:20]2[CH:19]=[CH:18][C:17]([CH:15]([OH:16])[CH2:14][N:6]3[C:7]4[CH:8]=[CH:9][C:10]([CH3:13])=[CH:11][C:12]=4[C:4]4[CH2:3][N:2]([CH3:1])[CH2:27][CH2:26][C:5]3=4)=[CH:22][N:21]=2)[CH2:33][CH2:34]1. The catalyst class is: 34.